This data is from Catalyst prediction with 721,799 reactions and 888 catalyst types from USPTO. The task is: Predict which catalyst facilitates the given reaction. (1) The catalyst class is: 3. Reactant: [F:1][C:2]([F:14])([F:13])[C:3]1[CH:4]=[C:5]([CH2:9][C:10](O)=[O:11])[CH:6]=[CH:7][CH:8]=1.Cl.[CH3:16][NH:17][O:18][CH3:19].CN(C(ON1N=NC2C=CC=NC1=2)=[N+](C)C)C.F[P-](F)(F)(F)(F)F.CCN(C(C)C)C(C)C. Product: [CH3:19][O:18][N:17]([CH3:16])[C:10](=[O:11])[CH2:9][C:5]1[CH:6]=[CH:7][CH:8]=[C:3]([C:2]([F:14])([F:13])[F:1])[CH:4]=1. (2) Reactant: [OH:1][CH:2]1[CH2:7][CH2:6][N:5]([C:8]([O:10][C:11]([CH3:14])([CH3:13])[CH3:12])=[O:9])[CH2:4][CH2:3]1.[CH3:15][S:16](Cl)(=[O:18])=[O:17].C(N(CC)CC)C.O. Product: [CH3:15][S:16]([O:1][CH:2]1[CH2:3][CH2:4][N:5]([C:8]([O:10][C:11]([CH3:14])([CH3:13])[CH3:12])=[O:9])[CH2:6][CH2:7]1)(=[O:18])=[O:17]. The catalyst class is: 4.